Task: Predict the reaction yield, written as a fraction of the theoretical maximum amount of product (1.0 means a 100% yield; for example, 0.34 means a 34% yield).. Dataset: Reaction yield outcomes from USPTO patents with 853,638 reactions (1) The yield is 0.550. The reactants are [F:1][C:2]1[CH:7]=[C:6](I)[CH:5]=[CH:4][C:3]=1[N:9]1[CH:14]=[C:13]([O:15][CH3:16])[C:12](=[O:17])[C:11]([C:18]2[N:22]([C:23]3[CH:28]=[CH:27][CH:26]=[CH:25][CH:24]=3)[N:21]=[CH:20][CH:19]=2)=[N:10]1.Cl.[F:30][C:31]1([F:37])[CH2:36][CH2:35][CH2:34][NH:33][CH2:32]1.O(C(C)(C)C)[Na].CC1(C)C2C(=C(P(C3C=CC=CC=3)C3C=CC=CC=3)C=CC=2)OC2C(P(C3C=CC=CC=3)C3C=CC=CC=3)=CC=CC1=2. The product is [F:30][C:31]1([F:37])[CH2:36][CH2:35][CH2:34][N:33]([C:6]2[CH:5]=[CH:4][C:3]([N:9]3[CH:14]=[C:13]([O:15][CH3:16])[C:12](=[O:17])[C:11]([C:18]4[N:22]([C:23]5[CH:28]=[CH:27][CH:26]=[CH:25][CH:24]=5)[N:21]=[CH:20][CH:19]=4)=[N:10]3)=[C:2]([F:1])[CH:7]=2)[CH2:32]1. The catalyst is O1CCOCC1.C([O-])(O)=O.[Na+].C1C=CC(/C=C/C(/C=C/C2C=CC=CC=2)=O)=CC=1.C1C=CC(/C=C/C(/C=C/C2C=CC=CC=2)=O)=CC=1.C1C=CC(/C=C/C(/C=C/C2C=CC=CC=2)=O)=CC=1.[Pd].[Pd]. (2) The reactants are [C:1]([C:3]1[CH:30]=[CH:29][C:6]([C:7]([NH:9][NH:10][C:11](=[O:28])[C@H:12]([NH:16][C:17]2[C:25]3[CH:24]=[CH:23][S:22][C:21]=3[C:20]([C:26]#[N:27])=[CH:19][CH:18]=2)[C@@H:13]([OH:15])[CH3:14])=[O:8])=[CH:5][CH:4]=1)#[N:2].N1C=CN=C1.[CH3:36][C:37]([Si:40](Cl)([CH3:42])[CH3:41])([CH3:39])[CH3:38]. The catalyst is CN(C=O)C. The product is [Si:40]([O:15][C@@H:13]([CH3:14])[C@@H:12]([NH:16][C:17]1[C:25]2[CH:24]=[CH:23][S:22][C:21]=2[C:20]([C:26]#[N:27])=[CH:19][CH:18]=1)[C:11]([NH:10][NH:9][C:7](=[O:8])[C:6]1[CH:5]=[CH:4][C:3]([C:1]#[N:2])=[CH:30][CH:29]=1)=[O:28])([C:37]([CH3:39])([CH3:38])[CH3:36])([CH3:42])[CH3:41]. The yield is 0.930.